Dataset: TCR-epitope binding with 47,182 pairs between 192 epitopes and 23,139 TCRs. Task: Binary Classification. Given a T-cell receptor sequence (or CDR3 region) and an epitope sequence, predict whether binding occurs between them. (1) The epitope is FTYASALWEI. The TCR CDR3 sequence is CASSLEGGSYEQYF. Result: 1 (the TCR binds to the epitope). (2) The epitope is KLWAQCVQL. The TCR CDR3 sequence is CASSPWMNSNQPQHF. Result: 1 (the TCR binds to the epitope). (3) The epitope is AIMTRCLAV. The TCR CDR3 sequence is CASSRWETQYF. Result: 1 (the TCR binds to the epitope). (4) The epitope is MPASWVMRI. The TCR CDR3 sequence is CASSYSGTDLTQYF. Result: 1 (the TCR binds to the epitope).